From a dataset of NCI-60 drug combinations with 297,098 pairs across 59 cell lines. Regression. Given two drug SMILES strings and cell line genomic features, predict the synergy score measuring deviation from expected non-interaction effect. Drug 1: C1=CC(=CC=C1C#N)C(C2=CC=C(C=C2)C#N)N3C=NC=N3. Drug 2: C1CC(C1)(C(=O)O)C(=O)O.[NH2-].[NH2-].[Pt+2]. Cell line: A549. Synergy scores: CSS=24.2, Synergy_ZIP=-7.95, Synergy_Bliss=-6.56, Synergy_Loewe=-7.86, Synergy_HSA=-8.97.